Dataset: Forward reaction prediction with 1.9M reactions from USPTO patents (1976-2016). Task: Predict the product of the given reaction. (1) Given the reactants [F:1][C:2]1[CH:3]=[C:4]2[C:9](=[CH:10][CH:11]=1)[N:8]=[C:7]([C:12]1[CH:17]=[C:16]([O:18][CH3:19])[C:15]([O:20][CH3:21])=[C:14]([O:22][CH3:23])[CH:13]=1)[N:6]=[C:5]2[C:24](O)=[O:25].Cl.[CH3:28][O:29][C:30]1[CH:39]=[CH:38][CH:37]=[C:36]2[C:31]=1[CH2:32][CH2:33][NH:34][CH2:35]2, predict the reaction product. The product is: [F:1][C:2]1[CH:3]=[C:4]2[C:9](=[CH:10][CH:11]=1)[N:8]=[C:7]([C:12]1[CH:13]=[C:14]([O:22][CH3:23])[C:15]([O:20][CH3:21])=[C:16]([O:18][CH3:19])[CH:17]=1)[N:6]=[C:5]2[C:24]([N:34]1[CH2:33][CH2:32][C:31]2[C:36](=[CH:37][CH:38]=[CH:39][C:30]=2[O:29][CH3:28])[CH2:35]1)=[O:25]. (2) Given the reactants [C:1]1([C@H:11]([NH:13][CH2:14][CH:15]2[CH:20]([C:21]3[CH:26]=[CH:25][CH:24]=[CH:23][CH:22]=3)[CH2:19][CH2:18][N:17]([C:27]([O:29][C:30]3[CH:35]=[CH:34][C:33]([C:36]([O:38]C)=[O:37])=[CH:32][CH:31]=3)=[O:28])[CH2:16]2)[CH3:12])[C:10]2[C:5](=[CH:6][CH:7]=[CH:8][CH:9]=2)[CH:4]=[CH:3][CH:2]=1.C1COCC1.[OH-].[Na+].Cl, predict the reaction product. The product is: [C:1]1([C@H:11]([NH:13][CH2:14][CH:15]2[CH:20]([C:21]3[CH:26]=[CH:25][CH:24]=[CH:23][CH:22]=3)[CH2:19][CH2:18][N:17]([C:27]([O:29][C:30]3[CH:31]=[CH:32][C:33]([C:36]([OH:38])=[O:37])=[CH:34][CH:35]=3)=[O:28])[CH2:16]2)[CH3:12])[C:10]2[C:5](=[CH:6][CH:7]=[CH:8][CH:9]=2)[CH:4]=[CH:3][CH:2]=1. (3) The product is: [Cl:1][C:2]1[CH:3]=[CH:4][C:5]([NH:8][C:9]([NH:11][C:12]2[CH:17]=[CH:16][CH:15]=[C:14]([C:18]3[CH:23]=[CH:22][CH:21]=[C:20]([N:24]4[CH2:28][CH2:27][CH2:26][CH2:25]4)[N:19]=3)[CH:13]=2)=[O:10])=[CH:6][C:7]=1[I:50]. Given the reactants [Cl:1][C:2]1[CH:7]=[CH:6][C:5]([NH:8][C:9]([NH:11][C:12]2[CH:17]=[CH:16][CH:15]=[C:14]([C:18]3[CH:23]=[CH:22][CH:21]=[C:20]([N:24]4[CH2:28][CH2:27][CH2:26][CH2:25]4)[N:19]=3)[CH:13]=2)=[O:10])=[C:4](I)[CH:3]=1.ClC(Cl)(OC(=O)OC(Cl)(Cl)Cl)Cl.ClC1C=CC(N)=CC=1[I:50].CCN(CC)CC, predict the reaction product. (4) Given the reactants [O:1]1[C:5]2[CH:6]=[CH:7][C:8]([C:10]3([C:13]([NH:15][C:16]4[CH:21]=[CH:20][C:19]([CH3:22])=[C:18](B5OC(C)(C)C(C)(C)O5)[CH:17]=4)=[O:14])[CH2:12][CH2:11]3)=[CH:9][C:4]=2[O:3][CH2:2]1.Br[C:33]1[CH:34]=[C:35]([C:39]2[NH:43][N:42]=[N:41][N:40]=2)[CH:36]=[CH:37][CH:38]=1.C(=O)([O-])[O-].[K+].[K+], predict the reaction product. The product is: [O:1]1[C:5]2[CH:6]=[CH:7][C:8]([C:10]3([C:13]([NH:15][C:16]4[CH:17]=[C:18]([C:37]5[CH:38]=[CH:33][CH:34]=[C:35]([C:39]6[N:40]=[N:41][NH:42][N:43]=6)[CH:36]=5)[C:19]([CH3:22])=[CH:20][CH:21]=4)=[O:14])[CH2:12][CH2:11]3)=[CH:9][C:4]=2[O:3][CH2:2]1. (5) Given the reactants [Br:1]C[C:3]1([C:6]([C:8]2(CBr)[CH2:10][CH2:9]2)=[O:7])CC1.[N:13]1[CH:18]=[CH:17][CH:16]=[CH:15][CH:14]=1, predict the reaction product. The product is: [Br-:1].[CH:8]1([C:6]([CH2:3][N+:13]2[CH:18]=[CH:17][CH:16]=[CH:15][CH:14]=2)=[O:7])[CH2:9][CH2:10]1. (6) Given the reactants [NH2:1][C:2]1[CH:6]=[C:5]([Br:7])[S:4][C:3]=1[C:8]([O:10]C)=O.[OH-].[Na+].Cl.ON1C2C=CC=CC=2N=N1.Cl.C(N=C=NCCCN(C)C)C.[CH3:37][O:38][C:39]1[CH:46]=[CH:45][C:42]([CH2:43][NH2:44])=[CH:41][CH:40]=1, predict the reaction product. The product is: [NH2:1][C:2]1[CH:6]=[C:5]([Br:7])[S:4][C:3]=1[C:8]([NH:44][CH2:43][C:42]1[CH:45]=[CH:46][C:39]([O:38][CH3:37])=[CH:40][CH:41]=1)=[O:10]. (7) Given the reactants [CH2:1]([O:4][C:5](=[O:15])[NH:6][C:7]1[CH:12]=[CH:11][C:10]([NH2:13])=[CH:9][C:8]=1[CH3:14])[CH2:2][CH3:3].[O:16]1[C:20]2[CH:21]=[CH:22][CH:23]=[CH:24][C:19]=2[CH:18]=[C:17]1[CH:25]=O, predict the reaction product. The product is: [CH2:1]([O:4][C:5](=[O:15])[NH:6][C:7]1[CH:12]=[CH:11][C:10]([NH:13][CH2:25][C:17]2[O:16][C:20]3[CH:21]=[CH:22][CH:23]=[CH:24][C:19]=3[CH:18]=2)=[CH:9][C:8]=1[CH3:14])[CH2:2][CH3:3].